From a dataset of Catalyst prediction with 721,799 reactions and 888 catalyst types from USPTO. Predict which catalyst facilitates the given reaction. (1) Reactant: [Br-].[CH2:2]([N+:9]1[CH:10]=[C:11]2[O:17][N:16]=[C:15]([OH:18])[C:12]2=[CH:13][CH:14]=1)[C:3]1[CH:8]=[CH:7][CH:6]=[CH:5][CH:4]=1.[BH4-].[Na+]. Product: [CH2:2]([N:9]1[CH2:14][CH2:13][C:12]2[C:15]([OH:18])=[N:16][O:17][C:11]=2[CH2:10]1)[C:3]1[CH:4]=[CH:5][CH:6]=[CH:7][CH:8]=1. The catalyst class is: 40. (2) Reactant: [NH:1]1[C:9]2[C:4](=[CH:5][C:6](B(O)O)=[CH:7][CH:8]=2)[CH:3]=[CH:2]1.[CH3:13][O:14][C:15](=[O:24])[C:16]1[CH:21]=[CH:20][CH:19]=[C:18]([CH2:22]Br)[CH:17]=1.C1COCC1.C([O-])([O-])=O.[K+].[K+]. Product: [NH:1]1[C:9]2[C:4](=[CH:5][C:6]([CH2:22][C:18]3[CH:17]=[C:16]([CH:21]=[CH:20][CH:19]=3)[C:15]([O:14][CH3:13])=[O:24])=[CH:7][CH:8]=2)[CH:3]=[CH:2]1. The catalyst class is: 103. (3) Reactant: C([O:3][C:4]([C:6]1[CH:10]=[C:9]([C:11]2[CH:16]=[CH:15][CH:14]=[CH:13][CH:12]=2)[NH:8][N:7]=1)=[O:5])C.CO.O.O[Li].O. Product: [C:11]1([C:9]2[NH:8][N:7]=[C:6]([C:4]([OH:5])=[O:3])[CH:10]=2)[CH:12]=[CH:13][CH:14]=[CH:15][CH:16]=1. The catalyst class is: 1. (4) Reactant: Cl.[NH2:2][C:3]1[CH:7]=[CH:6][S:5][C:4]=1[C:8]([O:10]C)=O.[CH:12]1([C:15]#[N:16])[CH2:14][CH2:13]1.[NH4+].[OH-]. Product: [CH:12]1([C:15]2[N:16]=[C:8]([OH:10])[C:4]3[S:5][CH:6]=[CH:7][C:3]=3[N:2]=2)[CH2:14][CH2:13]1. The catalyst class is: 38. (5) Reactant: [Cl:1][CH2:2][C:3]([NH2:5])=[O:4].C(Cl)(=O)[C:7](Cl)=[O:8].[C:12]([OH:16])([CH3:15])([CH3:14])[CH3:13].ClCCCl.C(=O)([O-])O.[Na+]. Product: [Cl:1][CH2:2][C:3]([NH:5][C:7](=[O:8])[O:16][C:12]([CH3:15])([CH3:14])[CH3:13])=[O:4]. The catalyst class is: 26.